Dataset: Experimentally validated miRNA-target interactions with 360,000+ pairs, plus equal number of negative samples. Task: Binary Classification. Given a miRNA mature sequence and a target amino acid sequence, predict their likelihood of interaction. (1) The miRNA is hsa-miR-125b-2-3p with sequence UCACAAGUCAGGCUCUUGGGAC. The protein sequence of the target gene is MPRSRGGRAAPGQASRWSGWRAPGRLLPLLPALCCLAAAAGAGKPAGADAPFAGQNWLKSYGYLLPYESRASALHSGKALQSAVSTMQQFYGIPVTGVLDQTTIEWMKKPRCGVPDHPHLSRRRRNKRYALTGQKWRQKHITYSIHNYTPKVGELDTRKAIRQAFDVWQKVTPLTFEEVPYHEIKSDRKEADIMIFFASGFHGDSSPFDGEGGFLAHAYFPGPGIGGDTHFDSDEPWTLGNANHDGNDLFLVAVHELGHALGLEHSNDPSAIMAPFYQYMETHNFKLPQDDLQGIQKIYG.... Result: 0 (no interaction). (2) The miRNA is hsa-miR-8085 with sequence UGGGAGAGAGGACUGUGAGGC. The protein sequence of the target gene is MGSGGVVHCRCAKCFCYPTKRRIRRRPRNLTILSLPEDVLFHILKWLSVEDILAVRAVHSQLKDLVDNHASVWACASFQELWPSPGNLKLFERAAEKGNFEAAVKLGIAYLYNEGLSVSDEARAEVNGLKASRFFSLAERLNVGAAPFIWLFIRPPWSVSGSCCKAVVHESLRAECQLQRTHKASILHCLGRVLSLFEDEEKQQQAHDLFEEAAHQGCLTSSYLLWESDRRTDVSDPGRCLHSFRKLRDYAAKGCWEAQLSLAKACANANQLGLEVRASSEIVCQLFQASQAVSKQQVFS.... Result: 1 (interaction). (3) The miRNA is hsa-miR-32-5p with sequence UAUUGCACAUUACUAAGUUGCA. The protein sequence of the target gene is MVMAYFVENFWGEKNSGFDVLYHNMKHGQISTKELADFVRERATIEEAYSRSMTKLAKSASNYSQLGTFAPVWDVFKTSTEKLANCHLDLVRKLQELIKEVQKYGEEQVKSHKKTKEEVAGTLEAVQTIQSITQALQKSKENYNAKCVEQERLKKEGATQREIEKAAVKSKKATDTYKLYVEKYALAKADFEQKMTETAQKFQDIEETHLIHIKEIIGSLSNAIKEIHLQIGQVHEEFINNMANTTVESLIQKFAESKGTGKERPGLIEFEECDTASAVEGIKPRKRKTFALPGIIKKEK.... Result: 1 (interaction). (4) The miRNA is mmu-miR-219a-5p with sequence UGAUUGUCCAAACGCAAUUCU. The protein sequence of the target gene is MKMKIQKKEKQLSKLRALNHSPMSDASVNFDYKSPSPFDCSPDQGENIEEAANHCLPHKNLYTTEEEADTLFSRKLTSHNGMEDSGGRGTGVKKKRKKKEPGEQEGTKGSKDREPKPKRKREPKEPKEPRRAKEPKRAKEPKETKQKDGVKKPRKHREASGTKEGKEKRSCTDYGSRTKSKKASREQGPTPVERKKKGKRKNETTVESLELDHSLPNPSLQSPEEPSESADSQKRRSGRQVKRRKYNEDLDFKVVDDDGETIAVLGAGRTSALSASTLAWQAEEPPEDDANIIEKILASK.... Result: 1 (interaction). (5) The miRNA is hsa-miR-103b with sequence UCAUAGCCCUGUACAAUGCUGCU. The protein sequence of the target gene is MLVSGRRRLLTALLQAQKWPFQPSRDMRLVQFRAPHLVGPHLGLETGNGGGVINLNAFDPTLPKTMTQFLEQGEATLSVARRALAAQLPVLPWSEVTFLAPVTWPDKVVCVGMNYVDHCKEQNVPVPKEPIIFSKFASSIVGPYDEVVLPPQSQEVDWEVELAVVIGKKGKHIKATDAMAHVAGFTVAHDVSARDWLTRRNGKQWLLGKTFDTFCPLGPALVTKDSVADPHNLKICCRVNGEVVQSSNTNQMVFKTEDLIAWVSQFVTFYPGDVILTGTPPGVGVFRKPPVFLKKGDEVQ.... Result: 0 (no interaction). (6) The miRNA is hsa-miR-1538 with sequence CGGCCCGGGCUGCUGCUGUUCCU. The protein sequence of the target gene is MAGAAAGGRGGGAWGPGRGGAGGLRRGCSPPAPAGSPRAGLQPLRATIPFQLQQPHQRRDGGGRAASVPCSVAPEKSVCRPQPLQVRRTFSLDTILSSYLLGQWPRDADGAFTCCTNDKATQTPLSWQELEGERASSCAHKRSASWGSTDHRKEISKLKQQLQRTKLSRSGKEKERGSPLLGDHAVRGALRASPPSFPSGSPVLRLSPCLHRSLEGLNQELEEVFVKEQGEEELLRILDIPDGHRAPAPPQSGSCDHPLLLLEPGNLASSPSMSLASPQPCGLASHEEHRGAAEELASTP.... Result: 0 (no interaction). (7) The miRNA is mmu-miR-295-3p with sequence AAAGUGCUACUACUUUUGAGUCU. The protein sequence of the target gene is MGRAREMGWMAAGLMIGAGACYCMYKLTMGRSEGNELEDEEEDEWEDGQDLDEEEADNWFDFTAMARPWSEDGDWDEPGAPGGTEDRRSGGGKANRAHPIKQRPFPYEHKNIWGEQSFKSFTCILDLNKCVSTQRKKRFTKNINAGFSLSPNISKHLASLSVVGNRSPTPHPTVREKALFVPENPNSSLENQGQIKMSIDEVCRETLLCCCKSFLQQAGLSLLISMTVINNMLAKSVSDLKFPLLSKGSGCAEVRGLEELMSLSEKPVLVGEALAAQMLSSFMCLFTRSGSREMLVEAIS.... Result: 0 (no interaction).